Dataset: TCR-epitope binding with 47,182 pairs between 192 epitopes and 23,139 TCRs. Task: Binary Classification. Given a T-cell receptor sequence (or CDR3 region) and an epitope sequence, predict whether binding occurs between them. (1) The epitope is GLCTLVAML. The TCR CDR3 sequence is CASSLGLAGAFYNEQFF. Result: 0 (the TCR does not bind to the epitope). (2) The epitope is QVPLRPMTYK. The TCR CDR3 sequence is CSARVRAGSYNEQFF. Result: 1 (the TCR binds to the epitope). (3) The epitope is LPRRSGAAGA. The TCR CDR3 sequence is CASTGGDTSYNEQFF. Result: 1 (the TCR binds to the epitope). (4) The epitope is GLIYNRMGAVTTEV. The TCR CDR3 sequence is CASSRDSSFNQPQHF. Result: 1 (the TCR binds to the epitope). (5) The epitope is IVDTVSALV. Result: 0 (the TCR does not bind to the epitope). The TCR CDR3 sequence is CASSPPLGTGRFLDEKLFF. (6) The epitope is YSEHPTFTSQY. The TCR CDR3 sequence is CASSEAAENQPQHF. Result: 0 (the TCR does not bind to the epitope). (7) The epitope is FIAGLIAIV. The TCR CDR3 sequence is CASSEWGNNEQFF. Result: 1 (the TCR binds to the epitope). (8) The epitope is HLVDFQVTI. The TCR CDR3 sequence is CASSATGEVSEQYF. Result: 1 (the TCR binds to the epitope). (9) The epitope is GLIYNRMGAVTTEV. The TCR CDR3 sequence is CASTGLAGYNEQFF. Result: 0 (the TCR does not bind to the epitope).